Dataset: Forward reaction prediction with 1.9M reactions from USPTO patents (1976-2016). Task: Predict the product of the given reaction. The product is: [F:1][C:2]([F:17])([F:18])[C:3]1[CH:4]=[CH:5][C:6]([C:9]2[CH:16]=[CH:15][CH:14]=[CH:13][C:10]=2[C:11]([OH:23])=[O:12])=[CH:7][CH:8]=1. Given the reactants [F:1][C:2]([F:18])([F:17])[C:3]1[CH:8]=[CH:7][C:6]([C:9]2[CH:16]=[CH:15][CH:14]=[CH:13][C:10]=2[CH:11]=[O:12])=[CH:5][CH:4]=1.Cl[O-].[Na+].S(=O)(=O)(O)[OH:23], predict the reaction product.